From a dataset of Full USPTO retrosynthesis dataset with 1.9M reactions from patents (1976-2016). Predict the reactants needed to synthesize the given product. (1) Given the product [F:25][C:26]([F:36])([F:35])[S:27]([OH:30])(=[O:29])=[O:28].[CH3:1][C:2]1([CH3:21])[N:6]([C:7](=[O:17])[CH2:8][NH2:9])[C@@H:5]([CH2:18][CH:19]=[CH2:20])[CH2:4][O:3]1, predict the reactants needed to synthesize it. The reactants are: [CH3:1][C:2]1([CH3:21])[N:6]([C:7](=[O:17])[CH2:8][NH:9]C(=O)OC(C)(C)C)[C@@H:5]([CH2:18][CH:19]=[CH2:20])[CH2:4][O:3]1.C(Cl)Cl.[F:25][C:26]([F:36])([F:35])[S:27]([O:30][Si](C)(C)C)(=[O:29])=[O:28]. (2) Given the product [Cl:13][C:7]1[C:6]2[C:2]3[NH:1][CH:16]([C:17]4[N:18]=[C:19]([NH:22][C:23](=[O:27])[CH:24]([CH3:26])[CH3:25])[S:20][CH:21]=4)[CH2:15][C:14](=[O:28])[C:3]=3[O:4][C:5]=2[CH:10]=[CH:9][C:8]=1[O:11][CH3:12], predict the reactants needed to synthesize it. The reactants are: [NH2:1][C:2]1[C:6]2[C:7]([Cl:13])=[C:8]([O:11][CH3:12])[CH:9]=[CH:10][C:5]=2[O:4][C:3]=1[C:14](=[O:28])[CH:15]=[CH:16][C:17]1[N:18]=[C:19]([NH:22][C:23](=[O:27])[CH:24]([CH3:26])[CH3:25])[S:20][CH:21]=1.CC(O)=O.OP(O)(O)=O. (3) Given the product [CH3:2][O:3][C:4]([C@H:6]1[NH:22][C:21](=[O:23])[C@H:20]([CH2:49][CH:48]([CH3:50])[CH3:51])[NH:19][C:18](=[O:27])[C@@H:17]([NH:28][C:32]([O:34][CH2:35][C:36]2[CH:41]=[CH:40][CH:39]=[CH:38][CH:37]=2)=[O:33])[CH2:16][C:15]2=[CH:29][CH:30]=[C:12]([CH:13]=[CH:14]2)[O:11][CH2:10][CH2:9][CH2:8][CH2:7]1)=[O:5], predict the reactants needed to synthesize it. The reactants are: Cl.[CH3:2][O:3][C:4]([C@H:6]1[NH:22][C:21](=[O:23])[C@H:20](C(C)C)[NH:19][C:18](=[O:27])[C@@H:17]([NH2:28])[CH2:16][C:15]2=[CH:29][CH:30]=[C:12]([CH:13]=[CH:14]2)[O:11][CH2:10][CH2:9][CH2:8][CH2:7]1)=[O:5].Cl[C:32]([O:34][CH2:35][C:36]1[CH:41]=[CH:40][CH:39]=[CH:38][CH:37]=1)=[O:33].CCN([CH:48]([CH3:50])[CH3:49])C(C)C.[CH3:51]COC(C)=O.C(Cl)Cl. (4) Given the product [F:23][C:24]1[C:32]([O:33][C:2]2[C:11]3[C:6](=[CH:7][C:8]([O:14][CH2:15][CH2:16][CH2:17][N:18]4[CH2:22][CH2:21][CH2:20][CH2:19]4)=[C:9]([O:12][CH3:13])[CH:10]=3)[N:5]=[CH:4][N:3]=2)=[CH:31][CH:30]=[C:29]2[C:25]=1[CH:26]=[CH:27][NH:28]2, predict the reactants needed to synthesize it. The reactants are: Cl[C:2]1[C:11]2[C:6](=[CH:7][C:8]([O:14][CH2:15][CH2:16][CH2:17][N:18]3[CH2:22][CH2:21][CH2:20][CH2:19]3)=[C:9]([O:12][CH3:13])[CH:10]=2)[N:5]=[CH:4][N:3]=1.[F:23][C:24]1[C:32]([OH:33])=[CH:31][CH:30]=[C:29]2[C:25]=1[CH:26]=[CH:27][NH:28]2.C(=O)([O-])[O-].[K+].[K+].